This data is from Catalyst prediction with 721,799 reactions and 888 catalyst types from USPTO. The task is: Predict which catalyst facilitates the given reaction. (1) Reactant: [Cl:1][C:2]1[CH:3]=[CH:4][C:5]([O:10][CH2:11][C:12]([N:14]2[CH2:19][C@H:18]([CH3:20])[N:17]([CH2:21][C:22]3[CH:27]=[CH:26][C:25]([F:28])=[CH:24][CH:23]=3)[CH2:16][C@H:15]2[CH3:29])=[O:13])=[C:6]([CH:9]=1)[CH:7]=[O:8].[BH4-].[Na+].[OH-].[Na+]. Product: [Cl:1][C:2]1[CH:3]=[CH:4][C:5]([O:10][CH2:11][C:12]([N:14]2[CH2:19][C@H:18]([CH3:20])[N:17]([CH2:21][C:22]3[CH:27]=[CH:26][C:25]([F:28])=[CH:24][CH:23]=3)[CH2:16][C@H:15]2[CH3:29])=[O:13])=[C:6]([CH2:7][OH:8])[CH:9]=1. The catalyst class is: 240. (2) Reactant: [CH2:1]([O:3][C:4]1[CH:5]=[C:6]([C:10]2[CH2:15][NH:14][CH2:13][CH2:12][CH:11]=2)[CH:7]=[CH:8][CH:9]=1)[CH3:2]. Product: [CH2:1]([O:3][C:4]1[CH:5]=[C:6]([CH:10]2[CH2:11][CH2:12][CH2:13][NH:14][CH2:15]2)[CH:7]=[CH:8][CH:9]=1)[CH3:2]. The catalyst class is: 43. (3) Reactant: [H-].[Na+].Cl[CH2:4][CH2:5][NH:6][C:7]([NH:9][C:10]1[CH:15]=[CH:14][CH:13]=[CH:12][N:11]=1)=[O:8]. Product: [N:11]1[CH:12]=[CH:13][CH:14]=[CH:15][C:10]=1[N:9]1[CH2:4][CH2:5][NH:6][C:7]1=[O:8]. The catalyst class is: 1. (4) Reactant: [NH2:1][C:2]1[CH:7]=[CH:6][CH:5]=[CH:4][CH:3]=1.C[Al](C)C.CCCCCC.[Cl:18][C:19]1[CH:20]=[C:21]2[C:26](=[CH:27][CH:28]=1)[N:25]([C@H:29]1[CH2:33][CH2:32][O:31][C:30]1=[O:34])[CH2:24][CH2:23][CH2:22]2. Product: [Cl:18][C:19]1[CH:20]=[C:21]2[C:26](=[CH:27][CH:28]=1)[N:25]([C@@H:29]([CH2:33][CH2:32][OH:31])[C:30]([NH:1][C:2]1[CH:7]=[CH:6][CH:5]=[CH:4][CH:3]=1)=[O:34])[CH2:24][CH2:23][CH2:22]2. The catalyst class is: 2. (5) Reactant: [N:1]1[CH:6]=[CH:5][CH:4]=[C:3]([C:7]2[CH:11]=[C:10]([CH2:12][NH:13]C(=O)OC(C)(C)C)[O:9][N:8]=2)[CH:2]=1.[ClH:21]. Product: [ClH:21].[ClH:21].[N:1]1[CH:6]=[CH:5][CH:4]=[C:3]([C:7]2[CH:11]=[C:10]([CH2:12][NH2:13])[O:9][N:8]=2)[CH:2]=1. The catalyst class is: 12. (6) Product: [CH2:1]([N:8]([CH2:21][CH3:22])[C:9]1[C:10]([CH3:20])=[C:11]([CH:17]=[CH:18][CH:19]=1)[C:12]([OH:14])=[O:13])[C:2]1[CH:3]=[CH:4][CH:5]=[CH:6][CH:7]=1. Reactant: [CH2:1]([N:8]([CH2:21][CH3:22])[C:9]1[C:10]([CH3:20])=[C:11]([CH:17]=[CH:18][CH:19]=1)[C:12]([O:14]CC)=[O:13])[C:2]1[CH:7]=[CH:6][CH:5]=[CH:4][CH:3]=1.[OH-].[Na+]. The catalyst class is: 36. (7) Reactant: [NH2:1][C:2](=[S:18])[N:3]1[CH2:7][CH:6]2[CH2:8][N:9]([C:11]([O:13][C:14]([CH3:17])([CH3:16])[CH3:15])=[O:12])[CH2:10][CH:5]2[CH2:4]1.Cl[CH2:20][C:21]([C:23]1[CH2:27][CH:26]([C:28]2[C:33]([F:34])=[CH:32][CH:31]=[CH:30][C:29]=2[F:35])[O:25][N:24]=1)=O.N1C=CC=CC=1. Product: [F:35][C:29]1[CH:30]=[CH:31][CH:32]=[C:33]([F:34])[C:28]=1[CH:26]1[O:25][N:24]=[C:23]([C:21]2[N:1]=[C:2]([N:3]3[CH2:7][CH:6]4[CH2:8][N:9]([C:11]([O:13][C:14]([CH3:15])([CH3:17])[CH3:16])=[O:12])[CH2:10][CH:5]4[CH2:4]3)[S:18][CH:20]=2)[CH2:27]1. The catalyst class is: 22.